From a dataset of Forward reaction prediction with 1.9M reactions from USPTO patents (1976-2016). Predict the product of the given reaction. (1) Given the reactants [CH2:1]([N:5]([CH2:17][C:18]([F:21])([F:20])[F:19])[C:6]1[CH:16]=[CH:15][C:9]([C:10](OCC)=[O:11])=[CH:8][CH:7]=1)[CH2:2][CH2:3][CH3:4].[H-].[Al+3].[Li+].[H-].[H-].[H-].O1CCCC1, predict the reaction product. The product is: [CH2:1]([N:5]([CH2:17][C:18]([F:19])([F:20])[F:21])[C:6]1[CH:16]=[CH:15][C:9]([CH2:10][OH:11])=[CH:8][CH:7]=1)[CH2:2][CH2:3][CH3:4]. (2) Given the reactants [Cl:1][C:2]1[NH:6][CH:5]=[C:4]([C:7]#[N:8])[C:3]=1[C:9]1[CH:14]=[CH:13][CH:12]=[C:11]([F:15])[CH:10]=1.[OH-].[Na+].[C:18]([O:22][C:23](=[O:28])[NH:24][CH2:25][CH2:26]Br)([CH3:21])([CH3:20])[CH3:19], predict the reaction product. The product is: [Cl:1][C:2]1[N:6]([CH2:26][CH2:25][NH:24][C:23](=[O:28])[O:22][C:18]([CH3:21])([CH3:20])[CH3:19])[CH:5]=[C:4]([C:7]#[N:8])[C:3]=1[C:9]1[CH:14]=[CH:13][CH:12]=[C:11]([F:15])[CH:10]=1. (3) Given the reactants Br[C:2]1[CH:3]=[C:4]([CH:9]=[CH:10][C:11]=1[CH2:12][NH:13][C@@H:14]([CH3:17])[CH2:15][OH:16])[C:5]([O:7][CH3:8])=[O:6].C([O-])([O-])=O.[K+].[K+], predict the reaction product. The product is: [CH3:17][C@@H:14]1[NH:13][CH2:12][C:11]2[CH:10]=[CH:9][C:4]([C:5]([O:7][CH3:8])=[O:6])=[CH:3][C:2]=2[O:16][CH2:15]1.